This data is from Full USPTO retrosynthesis dataset with 1.9M reactions from patents (1976-2016). The task is: Predict the reactants needed to synthesize the given product. (1) Given the product [OH:28][CH:25]([CH2:26][OH:27])[CH2:24][NH:23][C:20]([CH:10]1[CH2:9][NH:8][CH2:13][CH2:12][N:11]1[C:14]1[CH:15]=[CH:16][CH:17]=[CH:18][CH:19]=1)=[O:22], predict the reactants needed to synthesize it. The reactants are: C(OC([N:8]1[CH2:13][CH2:12][N:11]([C:14]2[CH:19]=[CH:18][CH:17]=[CH:16][CH:15]=2)[CH:10]([C:20]([OH:22])=O)[CH2:9]1)=O)(C)(C)C.[NH2:23][CH2:24][CH:25]([OH:28])[CH2:26][OH:27].CN(C(ON1N=NC2C=CC=CC1=2)=[N+](C)C)C.F[P-](F)(F)(F)(F)F.CCN(C(C)C)C(C)C. (2) Given the product [CH3:1][C:2]1[C:7]2[NH:8][CH:9]=[N:10][C:6]=2[C:5]([C:11]#[N:25])=[CH:4][C:3]=1[N+:14]([O-:16])=[O:15], predict the reactants needed to synthesize it. The reactants are: [CH3:1][C:2]1[C:7]2[NH:8][CH:9]=[N:10][C:6]=2[C:5]([C:11](O)=O)=[CH:4][C:3]=1[N+:14]([O-:16])=[O:15].O=P(Cl)(Cl)Cl.S(N)([NH2:25])(=O)=O.